Dataset: Reaction yield outcomes from USPTO patents with 853,638 reactions. Task: Predict the reaction yield, written as a fraction of the theoretical maximum amount of product (1.0 means a 100% yield; for example, 0.34 means a 34% yield). (1) The reactants are [C:1]([O:5][C:6]([N:8]1[CH2:23][CH2:22][C:11]2[NH:12][C:13]3[CH:14]=[CH:15][C:16]([C:19]([OH:21])=O)=[CH:17][C:18]=3[C:10]=2[CH2:9]1)=[O:7])([CH3:4])([CH3:3])[CH3:2].[CH3:24][CH:25]1[CH2:30][CH2:29][NH:28][CH2:27][CH2:26]1.C(N(C(C)C)CC)(C)C.CN(C(ON1N=NC2C=CC=NC1=2)=[N+](C)C)C.F[P-](F)(F)(F)(F)F. The catalyst is CN(C=O)C.O. The product is [CH3:24][CH:25]1[CH2:30][CH2:29][N:28]([C:19]([C:16]2[CH:15]=[CH:14][C:13]3[NH:12][C:11]4[CH2:22][CH2:23][N:8]([C:6]([O:5][C:1]([CH3:2])([CH3:4])[CH3:3])=[O:7])[CH2:9][C:10]=4[C:18]=3[CH:17]=2)=[O:21])[CH2:27][CH2:26]1. The yield is 0.945. (2) The reactants are [F:1][C:2]1[CH:10]=[C:9]2[C:5]([C:6]([C:20]3[CH:21]=[C:22](N)[C:23]([NH2:26])=[CH:24][CH:25]=3)=[CH:7][N:8]2[S:11]([C:14]2[CH:19]=[CH:18][CH:17]=[CH:16][CH:15]=2)(=[O:13])=[O:12])=[CH:4][CH:3]=1.FC1C=C2C(C(I)=CN2S(C2C=CC=CC=2)(=O)=[O:39])=CC=1.NC1C=CC(B2OC(C)(C)C(C)(C)O2)=CC=1O. No catalyst specified. The product is [NH2:26][C:23]1[CH:24]=[CH:25][C:20]([C:6]2[C:5]3[C:9](=[CH:10][C:2]([F:1])=[CH:3][CH:4]=3)[N:8]([S:11]([C:14]3[CH:19]=[CH:18][CH:17]=[CH:16][CH:15]=3)(=[O:13])=[O:12])[CH:7]=2)=[CH:21][C:22]=1[OH:39]. The yield is 0.660. (3) The reactants are [CH3:1][N:2]1[C:10]2[C:5](=[CH:6][CH:7]=[CH:8][CH:9]=2)[C:4]([C:11]([OH:13])=O)=[CH:3]1.[NH:14]1[CH2:19][CH2:18][CH2:17][C@@H:16]2[C:20]3[CH:21]=[CH:22][CH:23]=[CH:24][C:25]=3[CH2:26][C@H:15]12.F[P-](F)(F)(F)(F)F.N1(OC(N(C)C)=[N+](C)C)C2N=CC=CC=2N=N1. No catalyst specified. The product is [N:14]1([C:11]([C:4]2[C:5]3[C:10](=[CH:9][CH:8]=[CH:7][CH:6]=3)[N:2]([CH3:1])[CH:3]=2)=[O:13])[CH2:19][CH2:18][CH2:17][C@@H:16]2[C:20]3[CH:21]=[CH:22][CH:23]=[CH:24][C:25]=3[CH2:26][C@H:15]12. The yield is 0.260. (4) The reactants are [NH2:1][C:2]1[C:7]([S:8](Cl)(=[O:10])=[O:9])=[CH:6][C:5]([Br:12])=[CH:4][N:3]=1.Cl.[CH3:14][NH:15][CH3:16].CCN(C(C)C)C(C)C. The catalyst is C1COCC1. The product is [NH2:1][C:2]1[C:7]([S:8]([N:15]([CH3:16])[CH3:14])(=[O:10])=[O:9])=[CH:6][C:5]([Br:12])=[CH:4][N:3]=1. The yield is 0.860. (5) The reactants are [C:1]([O:5][C:6]([NH:8][C@H:9]([CH2:29][C:30]1[CH:35]=[C:34]([F:36])[C:33]([F:37])=[CH:32][C:31]=1[F:38])[CH2:10][C:11]([N:13]1[CH2:18][CH2:17][N:16]2[C:19]([C:25]([F:28])([F:27])[F:26])=[N:20][C:21]([C:22]([OH:24])=[O:23])=[C:15]2[CH2:14]1)=[O:12])=[O:7])([CH3:4])([CH3:3])[CH3:2].ON1C2C=CC=CC=2N=N1.Cl.CN(C)CCCN=C=NCC.[CH2:61](O)[C:62]1[CH:67]=[CH:66][CH:65]=[CH:64][CH:63]=1. The catalyst is ClCCl. The product is [CH2:61]([O:23][C:22]([C:21]1[N:20]=[C:19]([C:25]([F:27])([F:28])[F:26])[N:16]2[CH2:17][CH2:18][N:13]([C:11](=[O:12])[CH2:10][C@H:9]([NH:8][C:6]([O:5][C:1]([CH3:4])([CH3:2])[CH3:3])=[O:7])[CH2:29][C:30]3[CH:35]=[C:34]([F:36])[C:33]([F:37])=[CH:32][C:31]=3[F:38])[CH2:14][C:15]=12)=[O:24])[C:62]1[CH:67]=[CH:66][CH:65]=[CH:64][CH:63]=1. The yield is 0.200. (6) The product is [F:1][C:2]1[C:7]([NH:8][CH2:9][C:10]2[CH:15]=[C:14]([C:16]3[CH:21]=[CH:20][CH:19]=[C:18]([F:22])[CH:17]=3)[CH:13]=[CH:12][C:11]=2[CH3:23])=[C:6]([F:24])[CH:5]=[CH:4][C:3]=1[O:25][CH2:33][C:34]([O:36][CH2:37][CH3:38])=[O:35]. The reactants are [F:1][C:2]1[C:7]([NH:8][CH2:9][C:10]2[CH:15]=[C:14]([C:16]3[CH:21]=[CH:20][CH:19]=[C:18]([F:22])[CH:17]=3)[CH:13]=[CH:12][C:11]=2[CH3:23])=[C:6]([F:24])[CH:5]=[CH:4][C:3]=1[OH:25].C([O-])([O-])=O.[Cs+].[Cs+].Br[CH2:33][C:34]([O:36][CH2:37][CH3:38])=[O:35]. The catalyst is CC(=O)CC. The yield is 0.650.